The task is: Predict the product of the given reaction.. This data is from Forward reaction prediction with 1.9M reactions from USPTO patents (1976-2016). Given the reactants [F:1][C:2]1([C:6]2[C:7]([O:15][CH2:16][C:17]([F:20])([F:19])[F:18])=[CH:8][C:9]([C:12]([OH:14])=O)=[N:10][CH:11]=2)[CH2:5][O:4][CH2:3]1.[CH3:21][C:22]1[O:26][N:25]=[C:24]([C:27]([NH2:34])([CH3:33])[CH2:28][S:29]([CH3:32])(=[O:31])=[O:30])[N:23]=1.Br, predict the reaction product. The product is: [F:1][C:2]1([C:6]2[C:7]([O:15][CH2:16][C:17]([F:20])([F:19])[F:18])=[CH:8][C:9]([C:12]([NH:34][C:27]([C:24]3[N:23]=[C:22]([CH3:21])[O:26][N:25]=3)([CH3:33])[CH2:28][S:29]([CH3:32])(=[O:31])=[O:30])=[O:14])=[N:10][CH:11]=2)[CH2:3][O:4][CH2:5]1.